Predict the reactants needed to synthesize the given product. From a dataset of Retrosynthesis with 50K atom-mapped reactions and 10 reaction types from USPTO. (1) Given the product CCCCCc1ccc(S(=O)(=O)NC2(CC(=O)OCC)CCN(C)C2)cc1, predict the reactants needed to synthesize it. The reactants are: C=O.CCCCCc1ccc(S(=O)(=O)NC2(CC(=O)OCC)CCNC2)cc1. (2) Given the product O=C(O)C(F)(F)F, predict the reactants needed to synthesize it. The reactants are: CC(=O)Oc1ccc(C[C@H](NC(=O)OC(C)(C)C)C(=O)OCc2ccccc2)cc1. (3) Given the product COc1ccc(CN2C(=O)c3ccccc3C2=O)cc1, predict the reactants needed to synthesize it. The reactants are: COc1ccc(CCl)cc1.O=C1NC(=O)c2ccccc21. (4) Given the product NS(=O)(=O)c1ccc(C2CCN(c3ccncc3)CC2)cc1, predict the reactants needed to synthesize it. The reactants are: Clc1ccncc1.NS(=O)(=O)c1ccc(C2CCNCC2)cc1. (5) The reactants are: CCOC(=O)c1c[nH]c2cnc(Cc3cccc(Cl)c3)nc2c1=O. Given the product O=C(O)c1c[nH]c2cnc(Cc3cccc(Cl)c3)nc2c1=O, predict the reactants needed to synthesize it. (6) Given the product CCC(C)(C)C(=O)C(=O)C1CCCNN1C(=O)CCCCCc1cccnc1, predict the reactants needed to synthesize it. The reactants are: CCC(C)(C)C(=O)C(=O)C1CCCNN1C(=O)CCCC#Cc1cccnc1.